From a dataset of Catalyst prediction with 721,799 reactions and 888 catalyst types from USPTO. Predict which catalyst facilitates the given reaction. (1) Reactant: [C:1]([NH:4][C:5]1[CH:6]=[C:7]2[C:18]3[CH:17]=[CH:16][C:15]([O:19][CH2:20][C@@H:21]([NH:26][C:27](=[O:33])[O:28][C:29]([CH3:32])([CH3:31])[CH3:30])[CH2:22][CH:23]([CH3:25])[CH3:24])=[CH:14][C:13]=3[O:12][CH2:11][C:8]2=[CH:9][N:10]=1)(=[O:3])[CH3:2].C1C(=O)N([Cl:41])C(=O)C1. Product: [C:1]([NH:4][C:5]1[CH:6]=[C:7]2[C:18]3[CH:17]=[C:16]([Cl:41])[C:15]([O:19][CH2:20][C@@H:21]([NH:26][C:27](=[O:33])[O:28][C:29]([CH3:31])([CH3:30])[CH3:32])[CH2:22][CH:23]([CH3:25])[CH3:24])=[CH:14][C:13]=3[O:12][CH2:11][C:8]2=[CH:9][N:10]=1)(=[O:3])[CH3:2]. The catalyst class is: 10. (2) Reactant: [CH3:1][O:2][C:3](=[O:28])[CH2:4][CH2:5][CH2:6][C:7]([C:9]1[C:13]([C:14](=O)[CH3:15])=[C:12]([CH3:17])[N:11]([C:18]2[CH:23]=[CH:22][C:21]([O:24][CH2:25][CH3:26])=[CH:20][CH:19]=2)[C:10]=1[CH3:27])=O.[NH2:29][NH2:30]. Product: [CH3:1][O:2][C:3](=[O:28])[CH2:4][CH2:5][CH2:6][C:7]1[C:9]2=[C:10]([CH3:27])[N:11]([C:18]3[CH:23]=[CH:22][C:21]([O:24][CH2:25][CH3:26])=[CH:20][CH:19]=3)[C:12]([CH3:17])=[C:13]2[C:14]([CH3:15])=[N:30][N:29]=1. The catalyst class is: 8. (3) Product: [F:27][C:17]([CH3:20])([CH3:18])[CH2:16][N:13]1[CH2:14][CH2:15][CH:10]([CH2:9][O:8][C:5]2[CH:4]=[N:3][C:2]([I:1])=[CH:7][N:6]=2)[CH2:11][CH2:12]1. Reactant: [I:1][C:2]1[N:3]=[CH:4][C:5]([O:8][CH2:9][CH:10]2[CH2:15][CH2:14][N:13]([CH2:16][C:17]([CH3:20])(O)[CH3:18])[CH2:12][CH2:11]2)=[N:6][CH:7]=1.CCN(S(F)(F)[F:27])CC.O. The catalyst class is: 2. (4) Reactant: [OH-].[K+].CO[C:5]([C:12]([F:15])([F:14])[F:13])=[CH:6][C:7]([O:9]CC)=O.[C:16]([O:20][CH3:21])(=[O:19])[CH2:17][SH:18].S(=O)(=O)(O)O. Product: [OH:9][C:7]1[CH:6]=[C:5]([C:12]([F:13])([F:14])[F:15])[S:18][C:17]=1[C:16]([O:20][CH3:21])=[O:19]. The catalyst class is: 5.